This data is from Forward reaction prediction with 1.9M reactions from USPTO patents (1976-2016). The task is: Predict the product of the given reaction. (1) Given the reactants [CH3:1][O:2][C:3](=[O:49])[CH2:4][C@H:5]([O:41][Si](C(C)(C)C)(C)C)[CH2:6][C:7](=[O:40])[CH:8]=[CH:9][C:10]1[N:11]([CH:37]([CH3:39])[CH3:38])[C:12]([C:28](=[O:36])[NH:29][C:30]2[CH:35]=[CH:34][CH:33]=[CH:32][CH:31]=2)=[C:13]([C:22]2[CH:27]=[CH:26][CH:25]=[CH:24][CH:23]=2)[C:14]=1[C:15]1[CH:20]=[CH:19][C:18]([F:21])=[CH:17][CH:16]=1.F, predict the reaction product. The product is: [CH3:1][O:2][C:3](=[O:49])[CH2:4][C@H:5]([OH:41])[CH2:6][C:7](=[O:40])[CH:8]=[CH:9][C:10]1[N:11]([CH:37]([CH3:38])[CH3:39])[C:12]([C:28](=[O:36])[NH:29][C:30]2[CH:35]=[CH:34][CH:33]=[CH:32][CH:31]=2)=[C:13]([C:22]2[CH:27]=[CH:26][CH:25]=[CH:24][CH:23]=2)[C:14]=1[C:15]1[CH:20]=[CH:19][C:18]([F:21])=[CH:17][CH:16]=1. (2) The product is: [C:12]1([CH:11]([NH:24][CH2:7][C:6]2[CH:9]=[CH:10][C:3]([C:1]#[N:2])=[CH:4][CH:5]=2)[C:18]2[CH:19]=[CH:20][CH:21]=[CH:22][CH:23]=2)[CH:17]=[CH:16][CH:15]=[CH:14][CH:13]=1. Given the reactants [C:1]([C:3]1[CH:10]=[CH:9][C:6]([CH2:7]Br)=[CH:5][CH:4]=1)#[N:2].[CH:11]([NH2:24])([C:18]1[CH:23]=[CH:22][CH:21]=[CH:20][CH:19]=1)[C:12]1[CH:17]=[CH:16][CH:15]=[CH:14][CH:13]=1.C(=O)([O-])[O-].[K+].[K+], predict the reaction product. (3) Given the reactants [C:1]([NH:4][CH2:5][C:6]1[CH:11]=[CH:10][C:9]([C:12](=[O:17])[NH:13][C:14](=[O:16])[CH3:15])=[CH:8][C:7]=1[N+:18]([O-])=O)(=[O:3])[CH3:2].S(S([O-])=O)([O-])=O.[Na+].[Na+].C(O)C.O, predict the reaction product. The product is: [C:1]([NH:4][CH2:5][C:6]1[CH:11]=[CH:10][C:9]([C:12](=[O:17])[NH:13][C:14](=[O:16])[CH3:15])=[CH:8][C:7]=1[NH2:18])(=[O:3])[CH3:2]. (4) Given the reactants [CH2:1]([O:8][C:9]([N:11]([CH:25]1[CH2:27][CH2:26]1)[C@H:12]1[CH2:17][CH2:16][CH2:15][N:14](C(OC(C)(C)C)=O)[CH2:13]1)=[O:10])[C:2]1[CH:7]=[CH:6][CH:5]=[CH:4][CH:3]=1.C(O)(C(F)(F)F)=O, predict the reaction product. The product is: [CH:25]1([N:11]([C@H:12]2[CH2:17][CH2:16][CH2:15][NH:14][CH2:13]2)[C:9](=[O:10])[O:8][CH2:1][C:2]2[CH:7]=[CH:6][CH:5]=[CH:4][CH:3]=2)[CH2:27][CH2:26]1.